This data is from Reaction yield outcomes from USPTO patents with 853,638 reactions. The task is: Predict the reaction yield, written as a fraction of the theoretical maximum amount of product (1.0 means a 100% yield; for example, 0.34 means a 34% yield). (1) The reactants are [CH3:1][C:2]([CH3:36])([CH3:35])[CH2:3][CH2:4][C@@:5]1([CH3:34])[C:14]2[C:9](=[CH:10][CH:11]=[CH:12][CH:13]=2)[C:8]([OH:15])=[C:7]([C:16]2[NH:21][C:20]3[CH:22]=[CH:23][C:24]([NH:26][S:27]([CH3:30])(=[O:29])=[O:28])=[CH:25][C:19]=3[S:18](=[O:32])(=[O:31])[N:17]=2)[C:6]1=[O:33].[OH-].[Na+:38]. The catalyst is O. The product is [CH3:1][C:2]([CH3:36])([CH3:35])[CH2:3][CH2:4][C@@:5]1([CH3:34])[C:14]2[C:9](=[CH:10][CH:11]=[CH:12][CH:13]=2)[C:8]([O-:15])=[C:7]([C:16]2[NH:21][C:20]3[CH:22]=[CH:23][C:24]([NH:26][S:27]([CH3:30])(=[O:29])=[O:28])=[CH:25][C:19]=3[S:18](=[O:32])(=[O:31])[N:17]=2)[C:6]1=[O:33].[Na+:38]. The yield is 0.740. (2) The reactants are Cl[C:2]1[N:7]=[C:6]([C:8]2[C:9]([C:17]3[CH:18]=[C:19]([NH:23][C:24](=[O:29])[C:25]([F:28])([F:27])[F:26])[CH:20]=[CH:21][CH:22]=3)=[N:10][N:11]3[CH:16]=[CH:15][CH:14]=[CH:13][C:12]=23)[CH:5]=[CH:4][N:3]=1.[Cl:30][CH2:31][CH2:32][O:33][C:34]1[CH:35]=[C:36]([CH:38]=[CH:39][CH:40]=1)[NH2:37]. The catalyst is C(O)(C)C.Cl. The product is [Cl:30][CH2:31][CH2:32][O:33][C:34]1[CH:35]=[C:36]([NH:37][C:2]2[N:7]=[C:6]([C:8]3[C:9]([C:17]4[CH:18]=[C:19]([NH:23][C:24](=[O:29])[C:25]([F:26])([F:27])[F:28])[CH:20]=[CH:21][CH:22]=4)=[N:10][N:11]4[CH:16]=[CH:15][CH:14]=[CH:13][C:12]=34)[CH:5]=[CH:4][N:3]=2)[CH:38]=[CH:39][CH:40]=1. The yield is 0.740. (3) The reactants are Br[C:2]1[C:14]2[CH:13]=[CH:12][CH:11]=[CH:10][C:9]=2[C:8]2[C:7]3[C:15]4[C:20]([C:21](Br)=[CH:22][C:6]=3[O:5][C:4]=2[CH:3]=1)=[CH:19][CH:18]=[CH:17][CH:16]=4.C(O[CH2:27][CH3:28])C.[CH2:29]([Mg]Br)[CH2:30][CH2:31][CH2:32][CH2:33][CH2:34][CH2:35][CH2:36][CH2:37][CH2:38][CH2:39][CH3:40].Cl. The catalyst is O1CCCC1. The product is [CH2:29]([C:2]1[C:14]2[CH:13]=[CH:12][CH:11]=[CH:10][C:9]=2[C:8]2[C:7]3[C:15]4[C:20]([C:21]([CH2:9][CH2:14][CH2:2][CH2:3][CH2:4][CH2:8][CH2:7][CH2:6][CH2:22][CH2:21][CH2:27][CH3:28])=[CH:22][C:6]=3[O:5][C:4]=2[CH:3]=1)=[CH:19][CH:18]=[CH:17][CH:16]=4)[CH2:30][CH2:31][CH2:32][CH2:33][CH2:34][CH2:35][CH2:36][CH2:37][CH2:38][CH2:39][CH3:40]. The yield is 0.760. (4) The reactants are [F:1][C:2]1[CH:3]=[C:4]([CH:7]=[C:8]([O:11][CH3:12])[C:9]=1[OH:10])[CH:5]=[O:6].C(=O)([O-])[O-].[K+].[K+].Br[CH2:20][CH2:21][C:22]([F:25])([F:24])[F:23]. The catalyst is CN(C=O)C. The product is [F:1][C:2]1[CH:3]=[C:4]([CH:7]=[C:8]([O:11][CH3:12])[C:9]=1[O:10][CH2:20][CH2:21][C:22]([F:25])([F:24])[F:23])[CH:5]=[O:6]. The yield is 0.480. (5) The reactants are [C:1]([O:10]C)(=O)[C:2]1[C:3](=[CH:5][CH:6]=[CH:7][CH:8]=1)[SH:4].[C:12]([C:14]1[CH:19]=[CH:18][CH:17]=[CH:16][N:15]=1)#[N:13].C(N(CC)CC)C. The catalyst is C1(C)C=CC=CC=1. The product is [N:15]1[CH:16]=[CH:17][CH:18]=[CH:19][C:14]=1[C:12]1[S:4][C:3]2[CH:5]=[CH:6][CH:7]=[CH:8][C:2]=2[C:1](=[O:10])[N:13]=1. The yield is 0.434.